Task: Predict the reaction yield, written as a fraction of the theoretical maximum amount of product (1.0 means a 100% yield; for example, 0.34 means a 34% yield).. Dataset: Reaction yield outcomes from USPTO patents with 853,638 reactions The reactants are [NH:1]1[CH2:11][CH2:10][CH2:9][C@@H:3]([C:4]([O:6][CH2:7][CH3:8])=[O:5])[CH2:2]1.[CH:12](O)=O.C(=O)([O-])O.[Na+].[OH-].[Na+]. The catalyst is C=O. The product is [CH3:12][N:1]1[CH2:11][CH2:10][CH2:9][C@@H:3]([C:4]([O:6][CH2:7][CH3:8])=[O:5])[CH2:2]1. The yield is 0.730.